From a dataset of Catalyst prediction with 721,799 reactions and 888 catalyst types from USPTO. Predict which catalyst facilitates the given reaction. (1) The catalyst class is: 5. Reactant: [Cl:1][C:2]1[CH:10]=[C:9]([C:11]#[C:12][C:13]2[N:17](S(C3C=CC(C)=CC=3)(=O)=O)[N:16]=[CH:15][CH:14]=2)[C:5]2[O:6][CH2:7][O:8][C:4]=2[C:3]=1[NH:28][C:29]1[C:38]2[C:33](=[CH:34][C:35]([O:41][CH2:42][CH2:43][CH2:44][N:45]3[CH2:50][CH2:49][O:48][CH2:47][CH2:46]3)=[C:36]([O:39][CH3:40])[CH:37]=2)[N:32]=[CH:31][N:30]=1.[OH-].[Na+].[Cl-].[NH4+]. Product: [Cl:1][C:2]1[CH:10]=[C:9]([C:11]#[C:12][C:13]2[NH:17][N:16]=[CH:15][CH:14]=2)[C:5]2[O:6][CH2:7][O:8][C:4]=2[C:3]=1[NH:28][C:29]1[C:38]2[C:33](=[CH:34][C:35]([O:41][CH2:42][CH2:43][CH2:44][N:45]3[CH2:50][CH2:49][O:48][CH2:47][CH2:46]3)=[C:36]([O:39][CH3:40])[CH:37]=2)[N:32]=[CH:31][N:30]=1. (2) Reactant: [CH3:1][C:2]([C:6]1[N:10]([CH2:11][CH:12]2[CH2:17][CH2:16][O:15][CH2:14][CH2:13]2)[C:9]2[CH:18]=[CH:19][C:20]([S:22](Cl)(=[O:24])=[O:23])=[CH:21][C:8]=2[N:7]=1)([CH3:5])[CH2:3][CH3:4].[NH:26]1[CH:30]=[C:29]([CH:31]=[O:32])[CH:28]=[N:27]1. The catalyst class is: 649. Product: [CH3:1][C:2]([C:6]1[N:10]([CH2:11][CH:12]2[CH2:17][CH2:16][O:15][CH2:14][CH2:13]2)[C:9]2[CH:18]=[CH:19][C:20]([S:22]([N:26]3[CH:30]=[C:29]([CH:31]=[O:32])[CH:28]=[N:27]3)(=[O:24])=[O:23])=[CH:21][C:8]=2[N:7]=1)([CH3:5])[CH2:3][CH3:4]. (3) Reactant: [OH:1][CH2:2][CH2:3][CH2:4][C:5]1[CH:12]=[CH:11][CH:10]=[CH:9][C:6]=1[C:7]#[N:8].[H-].[Na+].[CH2:15](Br)[C:16]1[CH:21]=[CH:20][CH:19]=[CH:18][CH:17]=1. Product: [CH2:15]([O:1][CH2:2][CH2:3][CH2:4][C:5]1[CH:12]=[CH:11][CH:10]=[CH:9][C:6]=1[C:7]#[N:8])[C:16]1[CH:21]=[CH:20][CH:19]=[CH:18][CH:17]=1. The catalyst class is: 18. (4) Reactant: [Cl:1][C:2]1[CH:7]=[C:6]([Cl:8])[C:5]([O:9][CH3:10])=[CH:4][C:3]=1[NH:11][C:12]1[C:17]([C:18]#[N:19])=[CH:16][N:15]=[C:14]2[CH:20]=[C:21](I)[S:22][C:13]=12.C([Sn](CCCC)(CCCC)[C:29]1[CH:33]=[C:32]([CH:34]2[O:38][CH2:37][CH2:36][O:35]2)[S:31][CH:30]=1)CCC. Product: [Cl:1][C:2]1[CH:7]=[C:6]([Cl:8])[C:5]([O:9][CH3:10])=[CH:4][C:3]=1[NH:11][C:12]1[C:17]([C:18]#[N:19])=[CH:16][N:15]=[C:14]2[CH:20]=[C:21]([C:29]3[CH:33]=[C:32]([CH:34]4[O:38][CH2:37][CH2:36][O:35]4)[S:31][CH:30]=3)[S:22][C:13]=12. The catalyst class is: 184. (5) Reactant: [Br:1][C:2]1[C:10]2[C:9]([N:11]3[CH:16]4[CH2:17][CH2:18][CH:12]3[CH2:13][CH:14]([NH:19][CH:20]3[CH2:23][CH2:22][CH2:21]3)[CH2:15]4)=[N:8][CH:7]=[N:6][C:5]=2[S:4][CH:3]=1.[CH2:24]=O. Product: [Br:1][C:2]1[C:10]2[C:9]([N:11]3[CH:12]4[CH2:18][CH2:17][CH:16]3[CH2:15][CH:14]([N:19]([CH:20]3[CH2:23][CH2:22][CH2:21]3)[CH3:24])[CH2:13]4)=[N:8][CH:7]=[N:6][C:5]=2[S:4][CH:3]=1. The catalyst class is: 106. (6) Reactant: [Li+].[I-].[C:3]([CH:6]([O:18][C:19](=[O:21])[CH3:20])[CH2:7][CH:8]=[C:9]([CH3:17])[CH2:10][CH2:11][CH2:12][CH:13]([CH3:16])[CH:14]=[O:15])(=[O:5])[CH3:4].Br[CH:23]([CH3:34])[C:24](=[O:33])[C:25]([CH3:32])([CH3:31])[CH:26]([O:29][CH3:30])[O:27][CH3:28].O=O.[Na+].[Cl-]. Product: [C:3]([CH:6]([O:18][C:19](=[O:21])[CH3:20])[CH2:7][CH:8]=[C:9]([CH3:17])[CH2:10][CH2:11][CH2:12][CH:13]([CH3:16])[CH:14]([OH:15])[CH:23]([CH3:34])[C:24](=[O:33])[C:25]([CH3:31])([CH3:32])[CH:26]([O:27][CH3:28])[O:29][CH3:30])(=[O:5])[CH3:4]. The catalyst class is: 1. (7) Reactant: [N+:1]([C:4]1[CH:14]=[CH:13][C:7]2[NH:8][CH2:9][CH2:10][CH2:11][CH2:12][C:6]=2[CH:5]=1)([O-:3])=[O:2].[C:15](=O)([O-])[O-].[K+].[K+].IC.[H-].[Na+]. Product: [CH3:15][N:8]1[CH2:9][CH2:10][CH2:11][CH2:12][C:6]2[CH:5]=[C:4]([N+:1]([O-:3])=[O:2])[CH:14]=[CH:13][C:7]1=2. The catalyst class is: 3.